This data is from Forward reaction prediction with 1.9M reactions from USPTO patents (1976-2016). The task is: Predict the product of the given reaction. (1) Given the reactants [C:1]1([C:7]2([C:13]#[N:14])[CH2:12][CH2:11][NH:10][CH2:9][CH2:8]2)[CH:6]=[CH:5][CH:4]=[CH:3][CH:2]=1.C=O.[C:17](O)(=O)C.C(O[BH-](OC(=O)C)OC(=O)C)(=O)C.[Na+], predict the reaction product. The product is: [CH3:17][N:10]1[CH2:9][CH2:8][C:7]([C:1]2[CH:2]=[CH:3][CH:4]=[CH:5][CH:6]=2)([C:13]#[N:14])[CH2:12][CH2:11]1. (2) The product is: [Cl:1][C:2]1[CH:7]=[CH:6][C:5]([C:8]2[CH:13]=[CH:12][C:11]([O:14][S:24]([C:27]([F:30])([F:29])[F:28])(=[O:26])=[O:25])=[C:10]([CH:15]=[O:16])[CH:9]=2)=[C:4]([F:17])[CH:3]=1. Given the reactants [Cl:1][C:2]1[CH:7]=[CH:6][C:5]([C:8]2[CH:13]=[CH:12][C:11]([OH:14])=[C:10]([CH:15]=[O:16])[CH:9]=2)=[C:4]([F:17])[CH:3]=1.N1C=CC=CC=1.[S:24](O[S:24]([C:27]([F:30])([F:29])[F:28])(=[O:26])=[O:25])([C:27]([F:30])([F:29])[F:28])(=[O:26])=[O:25], predict the reaction product. (3) Given the reactants Cl[C:2]1[C:11]([C:12]([OH:14])=[O:13])=[CH:10][C:9]2[C:4](=[CH:5][CH:6]=[C:7]([Cl:15])[CH:8]=2)[N:3]=1.[C:16]([C:19]1[CH:30]=[CH:29][C:22]([CH2:23][CH:24]([C:26]([OH:28])=[O:27])[NH2:25])=[CH:21][CH:20]=1)([OH:18])=[O:17], predict the reaction product. The product is: [C:26]([CH:24]([NH:25][C:2]1[C:11]([C:12]([OH:14])=[O:13])=[CH:10][C:9]2[C:4](=[CH:5][CH:6]=[C:7]([Cl:15])[CH:8]=2)[N:3]=1)[CH2:23][C:22]1[CH:29]=[CH:30][C:19]([C:16]([OH:18])=[O:17])=[CH:20][CH:21]=1)([OH:28])=[O:27]. (4) Given the reactants [ClH:1].[CH3:2][C:3]1[C:4]([S:11][C:12]2[CH:17]=[CH:16][C:15]([CH3:18])=[CH:14][CH:13]=2)=[C:5]([NH:9]N)[CH:6]=[CH:7][CH:8]=1.O.Cl.[NH:21]1[CH2:26][CH2:25][C:24](=O)[CH2:23][CH2:22]1.Cl, predict the reaction product. The product is: [ClH:1].[CH3:2][C:3]1[CH:8]=[CH:7][C:6]2[C:23]3[CH2:22][NH:21][CH2:26][CH2:25][C:24]=3[NH:9][C:5]=2[C:4]=1[S:11][C:12]1[CH:17]=[CH:16][C:15]([CH3:18])=[CH:14][CH:13]=1. (5) Given the reactants F[C:2]1[C:7]([I:8])=[CH:6][CH:5]=[CH:4][N:3]=1.[CH2:9]([SH:12])[CH2:10][CH3:11].C([O-])([O-])=O.[Cs+].[Cs+], predict the reaction product. The product is: [I:8][C:7]1[C:2]([S:12][CH2:9][CH2:10][CH3:11])=[N:3][CH:4]=[CH:5][CH:6]=1. (6) Given the reactants [C:1]([O:5][C:6]([N:8]1[C@H:12]([CH2:13][C:14]2[CH:19]=[CH:18][C:17]([C:20]3[CH:25]=[CH:24][CH:23]=[CH:22][CH:21]=3)=[CH:16][CH:15]=2)[CH:11]=[C:10]([CH3:26])[C:9]1=[O:27])=[O:7])([CH3:4])([CH3:3])[CH3:2].[O:28]1CCCC1.[OH-].[Li+].P(=O)(O)(O)O, predict the reaction product. The product is: [C:17]1([C:20]2[CH:21]=[CH:22][CH:23]=[CH:24][CH:25]=2)[CH:18]=[CH:19][C:14]([CH2:13][C@@H:12]([NH:8][C:6]([O:5][C:1]([CH3:4])([CH3:3])[CH3:2])=[O:7])/[CH:11]=[C:10](/[CH3:26])\[C:9]([OH:28])=[O:27])=[CH:15][CH:16]=1. (7) The product is: [C:21]([C:23]1[CH:30]=[CH:29][C:26]([CH2:27][NH:20][CH2:19][CH2:18][N:9]2[CH:8]([CH2:1][C:2]3[CH:3]=[CH:4][CH:5]=[CH:6][CH:7]=3)[CH2:17][C:16]3[C:11](=[CH:12][CH:13]=[CH:14][CH:15]=3)[CH2:10]2)=[CH:25][CH:24]=1)#[N:22]. Given the reactants [CH2:1]([CH:8]1[CH2:17][C:16]2[C:11](=[CH:12][CH:13]=[CH:14][CH:15]=2)[CH2:10][N:9]1[CH2:18][CH2:19][NH2:20])[C:2]1[CH:7]=[CH:6][CH:5]=[CH:4][CH:3]=1.[C:21]([C:23]1[CH:30]=[CH:29][C:26]([CH2:27]Br)=[CH:25][CH:24]=1)#[N:22].C(=O)([O-])[O-].[K+].[K+].O, predict the reaction product. (8) Given the reactants [CH3:1][CH:2]1[CH2:5][CH:4]([C:6]([OH:8])=O)[CH2:3]1.C(Cl)(=O)C(Cl)=O.[Cl:15][C:16]1[CH:17]=[C:18]([CH2:33][N:34]2[CH2:39][CH2:38][NH:37][C@@H:36]([CH3:40])[CH2:35]2)[C:19]([CH3:32])=[C:20]([NH:22][C:23](=[O:31])[C:24]2[CH:29]=[CH:28][C:27]([CH3:30])=[N:26][CH:25]=2)[CH:21]=1.CCN(CC)CC, predict the reaction product. The product is: [Cl:15][C:16]1[CH:17]=[C:18]([CH2:33][N:34]2[CH2:39][CH2:38][N:37]([C:6]([C@H:4]3[CH2:3][C@H:2]([CH3:1])[CH2:5]3)=[O:8])[C@@H:36]([CH3:40])[CH2:35]2)[C:19]([CH3:32])=[C:20]([NH:22][C:23](=[O:31])[C:24]2[CH:29]=[CH:28][C:27]([CH3:30])=[N:26][CH:25]=2)[CH:21]=1.